Dataset: Full USPTO retrosynthesis dataset with 1.9M reactions from patents (1976-2016). Task: Predict the reactants needed to synthesize the given product. (1) Given the product [CH2:44]([O:43][C:41]([C:40]1[N:15]2[CH2:14][C@@H:13]([CH2:12][O:11][C:10]3[CH:19]=[CH:20][C:7]([CH:1]4[CH2:2][CH2:3][CH2:4][CH2:5][CH2:6]4)=[CH:8][CH:9]=3)[O:17][C:16]2=[N:18][C:46](=[O:47])[CH:39]=1)=[O:42])[CH3:45], predict the reactants needed to synthesize it. The reactants are: [CH:1]1([C:7]2[CH:20]=[CH:19][C:10]([O:11][CH2:12][C@H:13]3[O:17][C:16]([NH2:18])=[N:15][CH2:14]3)=[CH:9][CH:8]=2)[CH2:6][CH2:5][CH2:4][CH2:3][CH2:2]1.C1O[C@H]1CCl.C1(C2C=CC(O)=CC=2)CCCCC1.[C:39]([C:46](OCC)=[O:47])#[C:40][C:41]([O:43][CH2:44][CH3:45])=[O:42]. (2) Given the product [C:1]([N:4]1[C:13]2[C:8](=[CH:9][C:10]([C:14]([NH:57][CH2:56][CH2:55][O:54][CH3:53])=[O:15])=[CH:11][CH:12]=2)[C@H:7]([NH:17][C:18]2[CH:23]=[CH:22][CH:21]=[C:20]([CH3:24])[N:19]=2)[C@@H:6]([CH3:25])[C@@H:5]1[CH:26]1[CH2:27][CH2:28]1)(=[O:3])[CH3:2], predict the reactants needed to synthesize it. The reactants are: [C:1]([N:4]1[C:13]2[C:8](=[CH:9][C:10]([C:14](O)=[O:15])=[CH:11][CH:12]=2)[C@H:7]([NH:17][C:18]2[CH:23]=[CH:22][CH:21]=[C:20]([CH3:24])[N:19]=2)[C@@H:6]([CH3:25])[C@@H:5]1[CH:26]1[CH2:28][CH2:27]1)(=[O:3])[CH3:2].CN(C(ON1N=NC2C=CC=NC1=2)=[N+](C)C)C.F[P-](F)(F)(F)(F)F.[CH3:53][O:54][CH2:55][CH2:56][NH2:57].CCN(C(C)C)C(C)C. (3) Given the product [Cl:1][C:2]1[CH:7]=[CH:6][CH:5]=[CH:4][C:3]=1[S:8]([C@H:11]1[CH2:15][NH:14][C@H:13]([C:23]([NH:24][C:25]2([C:28]#[N:29])[CH2:27][CH2:26]2)=[O:30])[CH2:12]1)(=[O:10])=[O:9], predict the reactants needed to synthesize it. The reactants are: [Cl:1][C:2]1[CH:7]=[CH:6][CH:5]=[CH:4][C:3]=1[S:8]([C@H:11]1[CH2:15][N:14](C(OC(C)(C)C)=O)[C@H:13]([C:23](=[O:30])[NH:24][C:25]2([C:28]#[N:29])[CH2:27][CH2:26]2)[CH2:12]1)(=[O:10])=[O:9]. (4) Given the product [F:33][C:24]([F:23])([F:32])[C:25]1[N:29]=[C:28]([CH2:30][NH:31][C:19]([C:10]2[N:9]=[C:8]([C:5]3[CH:4]=[CH:3][C:2]([Cl:1])=[CH:7][CH:6]=3)[C:13]([O:14][CH2:15][CH:16]3[CH2:17][CH2:18]3)=[CH:12][N:11]=2)=[O:21])[O:27][N:26]=1, predict the reactants needed to synthesize it. The reactants are: [Cl:1][C:2]1[CH:7]=[CH:6][C:5]([C:8]2[C:13]([O:14][CH2:15][CH:16]3[CH2:18][CH2:17]3)=[CH:12][N:11]=[C:10]([C:19]([OH:21])=O)[N:9]=2)=[CH:4][CH:3]=1.Cl.[F:23][C:24]([F:33])([F:32])[C:25]1[N:29]=[C:28]([CH2:30][NH2:31])[O:27][N:26]=1. (5) Given the product [CH:1]1([C:4]([N:6]2[CH2:11][CH2:10][N:9]([C:12]([C:14]3[CH:15]=[C:16]([CH:20]=[CH:21][CH:22]=3)[C:17]([Cl:25])=[O:18])=[O:13])[CH2:8][CH2:7]2)=[O:5])[CH2:3][CH2:2]1, predict the reactants needed to synthesize it. The reactants are: [CH:1]1([C:4]([N:6]2[CH2:11][CH2:10][N:9]([C:12]([C:14]3[CH:15]=[C:16]([CH:20]=[CH:21][CH:22]=3)[C:17](O)=[O:18])=[O:13])[CH2:8][CH2:7]2)=[O:5])[CH2:3][CH2:2]1.S(Cl)([Cl:25])=O. (6) The reactants are: [H-].[Al+3].[Li+].[H-].[H-].[H-].C(OC(=O)C[CH2:14][C:15]1[C:20]([Cl:21])=[CH:19][C:18]([O:22][CH2:23][CH:24]=[C:25]([Cl:27])[Cl:26])=[CH:17][C:16]=1[Cl:28])(C)(C)C.C([O:33][CH2:34][CH3:35])(=O)C.[OH2:36]. Given the product [Cl:21][C:20]1[CH:19]=[C:18]([O:22][CH2:23][CH:24]=[C:25]([Cl:26])[Cl:27])[CH:17]=[C:16]([Cl:28])[C:15]=1[CH2:14][O:36][CH2:35][CH2:34][OH:33], predict the reactants needed to synthesize it. (7) Given the product [C:12]([C:11]1[CH:10]=[CH:9][C:8]([O:7][CH2:6][CH2:5][N:4]([CH2:3][CH2:2][OH:1])[C:17]([NH2:18])=[O:16])=[CH:15][CH:14]=1)#[N:13], predict the reactants needed to synthesize it. The reactants are: [OH:1][CH2:2][CH2:3][NH:4][CH2:5][CH2:6][O:7][C:8]1[CH:15]=[CH:14][C:11]([C:12]#[N:13])=[CH:10][CH:9]=1.[O-:16][C:17]#[N:18].[K+].C(O)(=O)C.